From a dataset of Reaction yield outcomes from USPTO patents with 853,638 reactions. Predict the reaction yield, written as a fraction of the theoretical maximum amount of product (1.0 means a 100% yield; for example, 0.34 means a 34% yield). (1) The reactants are [Br:1][C:2]1[CH:7]=[CH:6][C:5]([CH2:8][C:9]([OH:11])=O)=[C:4]([F:12])[CH:3]=1.[F:13][C:14]1[CH:20]=[CH:19][C:18]([F:21])=[CH:17][C:15]=1[NH2:16].CCN(CC)CC.CN(C(ON1N=NC2C=CC=NC1=2)=[N+](C)C)C.F[P-](F)(F)(F)(F)F. The catalyst is C(Cl)Cl. The product is [Br:1][C:2]1[CH:7]=[CH:6][C:5]([CH2:8][C:9]([NH:16][C:15]2[CH:17]=[C:18]([F:21])[CH:19]=[CH:20][C:14]=2[F:13])=[O:11])=[C:4]([F:12])[CH:3]=1. The yield is 0.356. (2) The reactants are [Br:1][C:2]1[CH:3]=[CH:4][C:5]([F:10])=[C:6]([CH:9]=1)[CH:7]=[O:8].[CH2:11](O)[CH2:12][OH:13].CC1C=CC(S(O)(=O)=O)=CC=1. The catalyst is C1(C)C=CC=CC=1. The product is [Br:1][C:2]1[CH:3]=[CH:4][C:5]([F:10])=[C:6]([CH:7]2[O:13][CH2:12][CH2:11][O:8]2)[CH:9]=1. The yield is 0.950. (3) The reactants are [CH:1]([C:3]1[CH:13]=[CH:12][C:6]([C:7]([O:9][CH2:10][CH3:11])=[O:8])=[C:5]([CH3:14])[CH:4]=1)=O.[C:15](=O)([O-])[O-].[K+].[K+]. The catalyst is O1CCOCC1.[Br-].C[P+](C1C=CC=CC=1)(C1C=CC=CC=1)C1C=CC=CC=1. The product is [CH3:14][C:5]1[CH:4]=[C:3]([CH:1]=[CH2:15])[CH:13]=[CH:12][C:6]=1[C:7]([O:9][CH2:10][CH3:11])=[O:8]. The yield is 0.720. (4) The reactants are [NH2:1][C:2]1[CH:7]=[CH:6][C:5]([S:8]([NH:11][C:12]2[CH:13]=[CH:14][C:15]3[CH2:19][O:18][B:17]([OH:20])[C:16]=3[CH:21]=2)(=[O:10])=[O:9])=[C:4]([CH2:22][NH2:23])[CH:3]=1.[C:24](Cl)([O:26][CH2:27][C:28]1[CH:33]=[CH:32][CH:31]=[CH:30][CH:29]=1)=[O:25]. The catalyst is C1COCC1. The product is [NH2:1][C:2]1[CH:7]=[CH:6][C:5]([S:8](=[O:9])(=[O:10])[NH:11][C:12]2[CH:13]=[CH:14][C:15]3[CH2:19][O:18][B:17]([OH:20])[C:16]=3[CH:21]=2)=[C:4]([CH:3]=1)[CH2:22][NH:23][C:24](=[O:25])[O:26][CH2:27][C:28]1[CH:33]=[CH:32][CH:31]=[CH:30][CH:29]=1. The yield is 0.420.